Dataset: Forward reaction prediction with 1.9M reactions from USPTO patents (1976-2016). Task: Predict the product of the given reaction. (1) Given the reactants [Cl:1][C:2]1[CH:3]=[C:4]2[CH:10]=[C:9]([C:11]([OH:13])=O)[NH:8][C:5]2=[CH:6][N:7]=1.[N:14]1([CH2:20][CH2:21][NH2:22])[CH2:19][CH2:18][O:17][CH2:16][CH2:15]1, predict the reaction product. The product is: [N:14]1([CH2:20][CH2:21][NH:22][C:11]([C:9]2[NH:8][C:5]3=[CH:6][N:7]=[C:2]([Cl:1])[CH:3]=[C:4]3[CH:10]=2)=[O:13])[CH2:19][CH2:18][O:17][CH2:16][CH2:15]1. (2) Given the reactants [Br:1][C:2]1[CH:7]=[CH:6][N:5]=[C:4]2[NH:8][CH:9]=[CH:10][C:3]=12.[CH3:11][Si:12]([CH2:15][CH2:16][O:17][CH2:18]Cl)([CH3:14])[CH3:13].CCN(C(C)C)C(C)C, predict the reaction product. The product is: [Br:1][C:2]1[CH:7]=[CH:6][N:5]=[C:4]2[N:8]([CH2:18][O:17][CH2:16][CH2:15][Si:12]([CH3:14])([CH3:13])[CH3:11])[CH:9]=[CH:10][C:3]=12. (3) Given the reactants C(O)C.[Cl:4][C:5]1[CH:47]=[N:46][C:8]2[O:9][C:10]([CH3:45])([CH3:44])[C:11](=[O:43])[N:12]([CH:13]3[CH2:18][CH2:17][N:16]([C:19]([C:21]4[CH:26]=[CH:25][C:24]([C:27]5[CH:32]=[CH:31][CH:30]=[CH:29][C:28]=5[O:33][C@H:34]([CH3:39])[CH2:35][C:36]([OH:38])=[O:37])=[CH:23][C:22]=4[N+:40]([O-])=O)=[O:20])[CH2:15][CH2:14]3)[C:7]=2[CH:6]=1.[Cl-].[NH4+], predict the reaction product. The product is: [NH2:40][C:22]1[CH:23]=[C:24]([C:27]2[CH:32]=[CH:31][CH:30]=[CH:29][C:28]=2[O:33][C@H:34]([CH3:39])[CH2:35][C:36]([OH:38])=[O:37])[CH:25]=[CH:26][C:21]=1[C:19]([N:16]1[CH2:17][CH2:18][CH:13]([N:12]2[C:11](=[O:43])[C:10]([CH3:45])([CH3:44])[O:9][C:8]3[N:46]=[CH:47][C:5]([Cl:4])=[CH:6][C:7]2=3)[CH2:14][CH2:15]1)=[O:20].